Dataset: Catalyst prediction with 721,799 reactions and 888 catalyst types from USPTO. Task: Predict which catalyst facilitates the given reaction. Reactant: [Br:1][C:2]1[CH:10]=[C:9]2[C:5]([C:6]([C:11]([OH:13])=O)=[CH:7][NH:8]2)=[CH:4][CH:3]=1.F[B-](F)(F)F.[N:19]1(OC(N(C)C)=[N+](C)C)[C:23]2C=CC=CC=2N=N1.C(N(CC)C(C)C)(C)C.CN.O1CCCC1. Product: [Br:1][C:2]1[CH:10]=[C:9]2[C:5]([C:6]([C:11]([NH:19][CH3:23])=[O:13])=[CH:7][NH:8]2)=[CH:4][CH:3]=1. The catalyst class is: 35.